Task: Predict the reactants needed to synthesize the given product.. Dataset: Full USPTO retrosynthesis dataset with 1.9M reactions from patents (1976-2016) (1) Given the product [CH2:12]([O:11][CH:6]1[CH2:7][CH2:8][CH2:9][CH2:10][CH:5]1[C:3]#[N:4])[CH:14]1[O:16][CH2:15]1, predict the reactants needed to synthesize it. The reactants are: [H-].[Na+].[C:3]([C@@H:5]1[CH2:10][CH2:9][CH2:8][CH2:7][C@H:6]1[OH:11])#[N:4].[CH2:12]([CH:14]1[O:16][CH2:15]1)Br. (2) Given the product [CH3:43][N:42]([CH2:44][C:45]1[CH:46]=[CH:47][C:48]([NH:49][C:28]([CH:9]2[CH:8]([C:4]3[CH:5]=[CH:6][CH:7]=[C:2]([Cl:1])[C:3]=3[F:31])[C:12]([C:15]3[CH:20]=[CH:19][C:18]([Cl:21])=[CH:17][C:16]=3[F:22])([C:13]#[N:14])[CH:11]([CH2:23][C:24]([CH3:25])([CH3:26])[CH3:27])[NH:10]2)=[O:30])=[CH:50][CH:51]=1)[CH3:41], predict the reactants needed to synthesize it. The reactants are: [Cl:1][C:2]1[C:3]([F:31])=[C:4]([CH:8]2[C:12]([C:15]3[CH:20]=[CH:19][C:18]([Cl:21])=[CH:17][C:16]=3[F:22])([C:13]#[N:14])[CH:11]([CH2:23][C:24]([CH3:27])([CH3:26])[CH3:25])[NH:10][CH:9]2[C:28]([OH:30])=O)[CH:5]=[CH:6][CH:7]=1.C(N(CC)C(C)C)(C)C.[CH3:41][N:42]([CH2:44][C:45]1[CH:51]=[CH:50][C:48]([NH2:49])=[CH:47][CH:46]=1)[CH3:43]. (3) Given the product [NH2:43][C:36](=[O:37])[CH2:35][C:16]1[C:15]([C:11]2[CH:12]=[CH:13][CH:14]=[C:9]([C:7](=[O:8])[NH:6][C:1]34[CH2:5][CH:3]([CH2:4]3)[CH2:2]4)[CH:10]=2)=[CH:34][C:19]2[C:20]([C:30]([NH:31][CH3:32])=[O:33])=[C:21]([C:23]3[CH:28]=[CH:27][C:26]([F:29])=[CH:25][CH:24]=3)[O:22][C:18]=2[CH:17]=1, predict the reactants needed to synthesize it. The reactants are: [C:1]12([NH:6][C:7]([C:9]3[CH:10]=[C:11]([C:15]4[C:16]([CH2:35][C:36](O)=[O:37])=[CH:17][C:18]5[O:22][C:21]([C:23]6[CH:28]=[CH:27][C:26]([F:29])=[CH:25][CH:24]=6)=[C:20]([C:30](=[O:33])[NH:31][CH3:32])[C:19]=5[CH:34]=4)[CH:12]=[CH:13][CH:14]=3)=[O:8])[CH2:5][CH:3]([CH2:4]1)[CH2:2]2.[Cl-].[NH4+].CC[N:43](C(C)C)C(C)C.CN(C(ON1N=NC2C=CC=NC1=2)=[N+](C)C)C.F[P-](F)(F)(F)(F)F. (4) Given the product [CH3:1][O:2][C:3]1[C:12]([O:13][CH3:14])=[N:11][C:10]2[C:5](=[CH:6][C:7]([N+:19]([O-:21])=[O:20])=[C:8]([CH3:18])[C:9]=2[C:15]([N:22]2[CH2:27][CH2:26][NH:25][CH2:24][CH2:23]2)=[O:16])[N:4]=1, predict the reactants needed to synthesize it. The reactants are: [CH3:1][O:2][C:3]1[C:12]([O:13][CH3:14])=[N:11][C:10]2[C:9]([C:15](Cl)=[O:16])=[C:8]([CH3:18])[C:7]([N+:19]([O-:21])=[O:20])=[CH:6][C:5]=2[N:4]=1.[NH:22]1[CH2:27][CH2:26][NH:25][CH2:24][CH2:23]1. (5) Given the product [Cl:12][C:13]1[N:21]=[CH:20][CH:19]=[CH:18][C:14]=1[C:15]([NH:11][C:9]1[S:10][C:6]2[CH:5]=[CH:4][CH:3]=[C:2]([CH3:1])[C:7]=2[N:8]=1)=[O:16], predict the reactants needed to synthesize it. The reactants are: [CH3:1][C:2]1[C:7]2[N:8]=[C:9]([NH2:11])[S:10][C:6]=2[CH:5]=[CH:4][CH:3]=1.[Cl:12][C:13]1[N:21]=[CH:20][CH:19]=[CH:18][C:14]=1[C:15](Cl)=[O:16]. (6) Given the product [Cl:23][C:10]1[CH:11]=[C:12]([C:13]2[NH:14][C:15]3[C:20]([CH:21]=2)=[C:19]([F:22])[CH:18]=[CH:17][CH:16]=3)[C:7]([CH:28]=[CH2:29])=[CH:8][N:9]=1, predict the reactants needed to synthesize it. The reactants are: FC(F)(F)S(O[C:7]1[CH:8]=[N:9][C:10]([Cl:23])=[CH:11][C:12]=1[C:13]1[NH:14][C:15]2[C:20]([CH:21]=1)=[C:19]([F:22])[CH:18]=[CH:17][CH:16]=2)(=O)=O.[Li+].[Cl-].[CH2:28]([Sn](CCCC)(CCCC)C=C)[CH2:29]CC. (7) Given the product [CH3:33][O:32][C:31]1[CH:30]=[CH:29][CH:28]=[C:27]([O:34][CH3:35])[C:26]=1[O:25][CH2:24][CH2:23][NH:22][C:19]1[CH:20]=[CH:21][C:16]([O:15][C:6]2[C:5]3[C:10](=[CH:11][C:12]([O:13][CH3:14])=[C:3]([O:2][CH3:1])[CH:4]=3)[N:9]=[CH:8][CH:7]=2)=[C:17]([CH3:37])[CH:18]=1, predict the reactants needed to synthesize it. The reactants are: [CH3:1][O:2][C:3]1[CH:4]=[C:5]2[C:10](=[CH:11][C:12]=1[O:13][CH3:14])[N:9]=[CH:8][CH:7]=[C:6]2[O:15][C:16]1[CH:21]=[CH:20][C:19]([NH:22][C:23](=O)[CH2:24][O:25][C:26]2[C:31]([O:32][CH3:33])=[CH:30][CH:29]=[CH:28][C:27]=2[O:34][CH3:35])=[CH:18][C:17]=1[CH3:37].Cl.[OH-].[Na+].